From a dataset of Catalyst prediction with 721,799 reactions and 888 catalyst types from USPTO. Predict which catalyst facilitates the given reaction. The catalyst class is: 727. Product: [F:17][C:9]1[CH:10]=[CH:11][C:12]([N+:14]([O-:16])=[O:15])=[CH:13][C:8]=1[C@:2]([N:1]=[C:24]=[S:25])([CH2:6][CH3:7])[CH2:3][CH2:4][OH:5]. Reactant: [NH2:1][C@@:2]([C:8]1[CH:13]=[C:12]([N+:14]([O-:16])=[O:15])[CH:11]=[CH:10][C:9]=1[F:17])([CH2:6][CH3:7])[CH2:3][CH2:4][OH:5].C(=O)([O-])[O-].[K+].[K+].[C:24](Cl)(Cl)=[S:25].